This data is from Full USPTO retrosynthesis dataset with 1.9M reactions from patents (1976-2016). The task is: Predict the reactants needed to synthesize the given product. (1) Given the product [CH3:29][O:30][C:31](=[O:40])[CH2:32][C:33]1[CH:38]=[CH:37][C:36]([O:39][C:2]2[CH:7]=[CH:6][C:5]([CH:8]([CH3:27])[C:9]([OH:14])([C:15]3[CH:16]=[CH:17][C:18]4[O:23][CH2:22][C:21](=[O:24])[N:20]([CH3:25])[C:19]=4[CH:26]=3)[C:10]([F:13])([F:12])[F:11])=[C:4]([Cl:28])[CH:3]=2)=[CH:35][CH:34]=1, predict the reactants needed to synthesize it. The reactants are: Br[C:2]1[CH:7]=[CH:6][C:5]([CH:8]([CH3:27])[C:9]([C:15]2[CH:16]=[CH:17][C:18]3[O:23][CH2:22][C:21](=[O:24])[N:20]([CH3:25])[C:19]=3[CH:26]=2)([OH:14])[C:10]([F:13])([F:12])[F:11])=[C:4]([Cl:28])[CH:3]=1.[CH3:29][O:30][C:31](=[O:40])[CH2:32][C:33]1[CH:38]=[CH:37][C:36]([OH:39])=[CH:35][CH:34]=1.C(=O)([O-])[O-].[Cs+].[Cs+].Cl.CN(C)CC(O)=O. (2) Given the product [F:34][C:2]([F:1])([F:33])[C:3]([C:12]1[CH:29]=[CH:28][C:15]([O:16][C:17]2[CH:18]=[C:19]([C:24]([I:27])=[CH:25][N:26]=2)[C:20]([OH:22])=[O:21])=[C:14]([CH2:30][CH2:31][CH3:32])[CH:13]=1)([O:8][CH2:9][O:10][CH3:11])[C:4]([F:7])([F:6])[F:5], predict the reactants needed to synthesize it. The reactants are: [F:1][C:2]([F:34])([F:33])[C:3]([C:12]1[CH:29]=[CH:28][C:15]([O:16][C:17]2[CH:18]=[C:19]([C:24]([I:27])=[CH:25][N:26]=2)[C:20]([O:22]C)=[O:21])=[C:14]([CH2:30][CH2:31][CH3:32])[CH:13]=1)([O:8][CH2:9][O:10][CH3:11])[C:4]([F:7])([F:6])[F:5].[OH-].[Na+].Cl.C(=O)([O-])O.[Na+].